Predict the reactants needed to synthesize the given product. From a dataset of Retrosynthesis with 50K atom-mapped reactions and 10 reaction types from USPTO. (1) Given the product CC(C)(C)OC(=O)N(CC=Cc1ccccc1)S(N)(=O)=O, predict the reactants needed to synthesize it. The reactants are: BrCC=Cc1ccccc1.CC(C)(C)OC(=O)NS(N)(=O)=O. (2) Given the product CC(C)(C)OC(=O)N1CCN(c2cc(N)c([N+](=O)[O-])cc2C#N)CC1, predict the reactants needed to synthesize it. The reactants are: CC(C)(C)OC(=O)N1CCNCC1.N#Cc1cc([N+](=O)[O-])c(N)cc1F. (3) Given the product COC(=O)c1cc([N+](=O)[O-])ccc1OC(c1ccc(C(F)(F)F)cc1)c1ccccc1Cl, predict the reactants needed to synthesize it. The reactants are: COC(=O)c1cc([N+](=O)[O-])ccc1O.OC(c1ccc(C(F)(F)F)cc1)c1ccccc1Cl. (4) Given the product CC(C)(C)OC(=O)NC[C@H]1CC[C@H](CNS(=O)(=O)c2ccc3ccccc3c2)CC1, predict the reactants needed to synthesize it. The reactants are: CC(C)(C)OC(=O)NC[C@H]1CC[C@H](CN)CC1.O=S(=O)(Cl)c1ccc2ccccc2c1. (5) Given the product CCCCc1nc2c(C)cc(N(C)S(=O)(=O)c3ccccc3)cc2n1Cc1ccc(-c2ccccc2-c2nnn[nH]2)cc1, predict the reactants needed to synthesize it. The reactants are: CCCCc1nc2c(C)cc(N(C)S(=O)(=O)c3ccccc3)cc2n1Cc1ccc(-c2ccccc2C#N)cc1.[N-]=[N+]=[N-]. (6) The reactants are: C[C@@H](Oc1nc(Cl)cc2ncn(C)c12)[C@H]1CNC(=O)C1.Cn1ncc2cc(B(O)O)ccc21. Given the product C[C@@H](Oc1nc(-c2ccc3c(cnn3C)c2)cc2ncn(C)c12)[C@H]1CNC(=O)C1, predict the reactants needed to synthesize it. (7) Given the product CCCn1c(=O)n([C@@H]2O[C@H](CO)[C@@H](O)[C@H]2O)c2nc(N)[nH]c(=O)c21, predict the reactants needed to synthesize it. The reactants are: C=CCn1c(=O)n([C@@H]2O[C@H](CO)[C@@H](O)[C@H]2O)c2nc(N)[nH]c(=O)c21. (8) The reactants are: CCOC(=O)C1=C(Nc2ccc(OCc3ncccn3)cc2C)OCC1=O.O=Cc1c[nH]c2ncccc12. Given the product CCOC(=O)C1=C(Nc2ccc(OCc3ncccn3)cc2C)OC(=Cc2c[nH]c3ncccc23)C1=O, predict the reactants needed to synthesize it. (9) Given the product COc1ncc(Br)cc1NS(C)(=O)=O, predict the reactants needed to synthesize it. The reactants are: COc1ncc(Br)cc1N.CS(=O)(=O)Cl. (10) Given the product CCOC(=O)CCCn1ncc2c(C)c(Br)ccc21, predict the reactants needed to synthesize it. The reactants are: CCOC(=O)CCCBr.Cc1c(Br)ccc2[nH]ncc12.